Dataset: Forward reaction prediction with 1.9M reactions from USPTO patents (1976-2016). Task: Predict the product of the given reaction. (1) Given the reactants [N:1]1[CH:9]=[C:8]2[C:4]([N:5]=[CH:6][NH:7]2)=[N:3][CH:2]=1.ClC1N=CN=C2C=1NC=N2.[NH2:20][C:21]1[CH:26]=[CH:25][CH:24]=[CH:23][CH:22]=1.C([O-])([O-])=O.[K+].[K+], predict the reaction product. The product is: [C:21]1([NH:20][C:9]2[N:1]=[CH:2][N:3]=[C:4]3[C:8]=2[N:7]=[CH:6][NH:5]3)[CH:26]=[CH:25][CH:24]=[CH:23][CH:22]=1. (2) Given the reactants [CH2:1]([O:3][C@H:4]1[CH2:14][C@@H:13]([C:15]2[CH:20]=[CH:19][C:18]([F:21])=[CH:17][CH:16]=2)[O:12][C:6]2([CH2:11][CH2:10][NH:9][CH2:8][CH2:7]2)[CH2:5]1)[CH3:2].[F:22][C:23]1[CH:24]=[C:25]([CH:29]=[CH:30][C:31]=1[C:32]([OH:35])([CH3:34])[CH3:33])[C:26](O)=[O:27].CCN=C=NCCCN(C)C.C(N(C(C)C)CC)(C)C, predict the reaction product. The product is: [CH2:1]([O:3][C@H:4]1[CH2:14][C@@H:13]([C:15]2[CH:20]=[CH:19][C:18]([F:21])=[CH:17][CH:16]=2)[O:12][C:6]2([CH2:7][CH2:8][N:9]([C:26]([C:25]3[CH:29]=[CH:30][C:31]([C:32]([OH:35])([CH3:34])[CH3:33])=[C:23]([F:22])[CH:24]=3)=[O:27])[CH2:10][CH2:11]2)[CH2:5]1)[CH3:2]. (3) Given the reactants N([O-])=O.[Na+].N[C:6]1[CH:11]=[C:10]([Cl:12])[CH:9]=[CH:8][C:7]=1[O:13][CH3:14].[F:15][C:16]([F:30])([F:29])[C:17]1[CH:18]=[C:19]([CH:22]=[C:23]([C:25]([F:28])([F:27])[F:26])[CH:24]=1)[CH:20]=[CH2:21], predict the reaction product. The product is: [Cl:12][C:10]1[CH:9]=[CH:8][C:7]([O:13][CH3:14])=[C:6]([CH:11]=1)[CH:21]=[CH:20][C:19]1[CH:22]=[C:23]([C:25]([F:26])([F:28])[F:27])[CH:24]=[C:17]([C:16]([F:15])([F:29])[F:30])[CH:18]=1. (4) Given the reactants [F:1][C:2]([F:16])([F:15])[CH:3]([NH2:14])[CH2:4][C:5]1[C:13]2[C:8](=[CH:9][CH:10]=[CH:11][CH:12]=2)[NH:7][CH:6]=1.[C:17]1([S:23](Cl)(=[O:25])=[O:24])[CH:22]=[CH:21][CH:20]=[CH:19][CH:18]=1, predict the reaction product. The product is: [F:16][C:2]([F:1])([F:15])[CH:3]([NH:14][S:23]([C:17]1[CH:22]=[CH:21][CH:20]=[CH:19][CH:18]=1)(=[O:25])=[O:24])[CH2:4][C:5]1[C:13]2[C:8](=[CH:9][CH:10]=[CH:11][CH:12]=2)[NH:7][CH:6]=1.